Dataset: Forward reaction prediction with 1.9M reactions from USPTO patents (1976-2016). Task: Predict the product of the given reaction. (1) Given the reactants [Cl:1][C:2]1[C:7]([O:8][CH3:9])=[C:6]([O:10][CH3:11])[CH:5]=[CH:4][C:3]=1[C:12]([N:14]([CH2:20][C:21]1[N:25]([CH2:26][C:27]2[CH:32]=[CH:31][CH:30]=[CH:29][C:28]=2[OH:33])[C:24]2[CH:34]=[CH:35][CH:36]=[CH:37][C:23]=2[N:22]=1)[CH2:15][CH2:16][CH:17]([CH3:19])[CH3:18])=[O:13].C([O-])([O-])=O.[K+].[K+].[Cl:44][CH2:45][CH2:46][CH2:47]I, predict the reaction product. The product is: [Cl:1][C:2]1[C:7]([O:8][CH3:9])=[C:6]([O:10][CH3:11])[CH:5]=[CH:4][C:3]=1[C:12]([N:14]([CH2:20][C:21]1[N:25]([CH2:26][C:27]2[CH:32]=[CH:31][CH:30]=[CH:29][C:28]=2[O:33][CH2:47][CH2:46][CH2:45][Cl:44])[C:24]2[CH:34]=[CH:35][CH:36]=[CH:37][C:23]=2[N:22]=1)[CH2:15][CH2:16][CH:17]([CH3:19])[CH3:18])=[O:13]. (2) Given the reactants [F:1][C:2]1[C:7]([N+:8]([O-])=O)=[CH:6][C:5]([C:11](=[O:17])[C:12]([O:14][CH2:15][CH3:16])=[O:13])=[C:4]([CH3:18])[CH:3]=1, predict the reaction product. The product is: [NH2:8][C:7]1[C:2]([F:1])=[CH:3][C:4]([CH3:18])=[C:5]([C:11](=[O:17])[C:12]([O:14][CH2:15][CH3:16])=[O:13])[CH:6]=1. (3) Given the reactants CC(C)([O-])C.[K+].[O:7]1[CH2:11][CH2:10][C@H:9]([OH:12])[CH2:8]1.[Cl:13][C:14]1[CH:15]=[C:16]([NH:21][C:22]2[C:31]3[C:26](=[CH:27][C:28](F)=[C:29]([N+:32]([O-:34])=[O:33])[CH:30]=3)[N:25]=[CH:24][N:23]=2)[CH:17]=[CH:18][C:19]=1[F:20].Cl, predict the reaction product. The product is: [Cl:13][C:14]1[CH:15]=[C:16]([NH:21][C:22]2[C:31]3[C:26](=[CH:27][C:28]([O:12][C@H:9]4[CH2:10][CH2:11][O:7][CH2:8]4)=[C:29]([N+:32]([O-:34])=[O:33])[CH:30]=3)[N:25]=[CH:24][N:23]=2)[CH:17]=[CH:18][C:19]=1[F:20]. (4) Given the reactants [CH3:1][CH:2]1[CH2:7][CH2:6][CH2:5][CH2:4][N:3]1[C:8]1[CH:16]=[CH:15][C:11]([C:12]([OH:14])=O)=[CH:10][C:9]=1[N+:17]([O-:19])=[O:18].[NH2:20][C:21](=[N:33]O)[C:22]1[CH:31]=[CH:30][C:25]([C:26]([O:28][CH3:29])=[O:27])=[C:24]([F:32])[CH:23]=1, predict the reaction product. The product is: [F:32][C:24]1[CH:23]=[C:22]([C:21]2[N:20]=[C:12]([C:11]3[CH:15]=[CH:16][C:8]([N:3]4[CH2:4][CH2:5][CH2:6][CH2:7][CH:2]4[CH3:1])=[C:9]([N+:17]([O-:19])=[O:18])[CH:10]=3)[O:14][N:33]=2)[CH:31]=[CH:30][C:25]=1[C:26]([O:28][CH3:29])=[O:27]. (5) The product is: [Cl:18][C:12]1[N:11]=[CH:10][C:9]([NH:8][C:6](=[O:7])[O:5][C:1]([CH3:2])([CH3:3])[CH3:4])=[C:14]([CH2:15][OH:16])[CH:13]=1. Given the reactants [C:1]([O:5][C:6]([NH:8][C:9]1[C:14]([C:15](O)=[O:16])=[CH:13][C:12]([Cl:18])=[N:11][CH:10]=1)=[O:7])([CH3:4])([CH3:3])[CH3:2].C(N(CC)CC)C.ClC(OCC(C)C)=O, predict the reaction product. (6) Given the reactants [Cl:1][C:2]1[CH:3]=[C:4]([CH2:9][NH:10][C:11]2[CH:16]=[CH:15][C:14]([CH:17]([CH3:19])[CH3:18])=[CH:13][CH:12]=2)[CH:5]=[CH:6][C:7]=1[Cl:8].[CH:20]([C:23]1[CH:28]=[CH:27][CH:26]=[C:25]([CH:29]([CH3:31])[CH3:30])[C:24]=1[N:32]=[C:33]=[O:34])([CH3:22])[CH3:21], predict the reaction product. The product is: [Cl:1][C:2]1[CH:3]=[C:4]([CH2:9][N:10]([C:11]2[CH:16]=[CH:15][C:14]([CH:17]([CH3:19])[CH3:18])=[CH:13][CH:12]=2)[C:33]([NH:32][C:24]2[C:23]([CH:20]([CH3:21])[CH3:22])=[CH:28][CH:27]=[CH:26][C:25]=2[CH:29]([CH3:31])[CH3:30])=[O:34])[CH:5]=[CH:6][C:7]=1[Cl:8]. (7) Given the reactants [F:1][C:2]1[CH:3]=[C:4]([CH:28]=[CH:29][CH:30]=1)[CH2:5][N:6]1[CH2:11][CH2:10][CH2:9][CH2:8][C@@H:7]1[C:12]([NH:14][C:15]1([C:18]2[CH:27]=[CH:26][C:21]([C:22]([O:24]C)=[O:23])=[CH:20][CH:19]=2)[CH2:17][CH2:16]1)=[O:13].O[Li:32].O, predict the reaction product. The product is: [F:1][C:2]1[CH:3]=[C:4]([CH:28]=[CH:29][CH:30]=1)[CH2:5][N:6]1[CH2:11][CH2:10][CH2:9][CH2:8][C@@H:7]1[C:12]([NH:14][C:15]1([C:18]2[CH:19]=[CH:20][C:21]([C:22]([O-:24])=[O:23])=[CH:26][CH:27]=2)[CH2:16][CH2:17]1)=[O:13].[Li+:32]. (8) Given the reactants [Cl:1][C:2]1[CH:7]=[CH:6][N:5]=[C:4]2[NH:8][CH:9]=[CH:10][C:3]=12.CC(O)(C)C.[Br-:16].[Br-:17].[Br-].[NH+]1C=CC=CC=1.[NH+]1C=CC=CC=1.[NH+]1C=CC=CC=1.[OH2:37], predict the reaction product. The product is: [Br:16][C:10]1([Br:17])[C:3]2[C:4](=[N:5][CH:6]=[CH:7][C:2]=2[Cl:1])[NH:8][C:9]1=[O:37]. (9) Given the reactants C[Si](C)(C)[N:3]1[CH:7]=[C:6](I)[CH:5]=[N:4]1.C([Mg]Cl)(C)C.C(O[B:20]1[O:24][C:23]([CH3:26])([CH3:25])[C:22]([CH3:28])([CH3:27])[O:21]1)(C)C.[Cl-].[NH4+], predict the reaction product. The product is: [CH3:27][C:22]1([CH3:28])[C:23]([CH3:26])([CH3:25])[O:24][B:20]([C:6]2[CH:5]=[N:4][NH:3][CH:7]=2)[O:21]1.